Dataset: Reaction yield outcomes from USPTO patents with 853,638 reactions. Task: Predict the reaction yield, written as a fraction of the theoretical maximum amount of product (1.0 means a 100% yield; for example, 0.34 means a 34% yield). (1) The reactants are [NH2:1][CH2:2][CH:3]([OH:15])[CH2:4][N:5]1[CH2:14][CH2:13][C:12]2[C:7](=[CH:8][CH:9]=[CH:10][CH:11]=2)[CH2:6]1.[Br:16][C:17]1[CH:18]=[N:19][CH:20]=[C:21]([CH:25]=1)[C:22](O)=[O:23].CN(C(ON1N=NC2C=CC=NC1=2)=[N+](C)C)C.F[P-](F)(F)(F)(F)F. The catalyst is C(Cl)Cl.O. The product is [Br:16][C:17]1[CH:18]=[N:19][CH:20]=[C:21]([CH:25]=1)[C:22]([NH:1][CH2:2][CH:3]([OH:15])[CH2:4][N:5]1[CH2:14][CH2:13][C:12]2[C:7](=[CH:8][CH:9]=[CH:10][CH:11]=2)[CH2:6]1)=[O:23]. The yield is 0.340. (2) The catalyst is P(Cl)(Cl)(Cl)=O. The reactants are [Cl:1][C:2]1[CH:3]=[CH:4][C:5]([O:17][CH3:18])=[C:6]2[C:11]=1[N:10]=[C:9]([C:12]([F:15])([F:14])[F:13])[CH:8]=[C:7]2O.P(Cl)(Cl)(Cl)(Cl)[Cl:20].O. The product is [Cl:20][C:7]1[C:6]2[C:11](=[C:2]([Cl:1])[CH:3]=[CH:4][C:5]=2[O:17][CH3:18])[N:10]=[C:9]([C:12]([F:15])([F:14])[F:13])[CH:8]=1. The yield is 0.900. (3) The yield is 0.490. The reactants are [Br:1][C:2]1[CH:7]=[C:6]([F:8])[CH:5]=[CH:4][C:3]=1[CH:9]1[C:14]([C:15]([O:17][CH3:18])=[O:16])=[C:13]([CH2:19]Br)[NH:12][C:11]([C:21]2[S:22][CH:23]=[CH:24][N:25]=2)=[N:10]1.[CH3:26][C@H:27]1[O:32][CH2:31][CH2:30][NH:29][C@@H:28]1[C:33]([OH:35])=[O:34]. No catalyst specified. The product is [Br:1][C:2]1[CH:7]=[C:6]([F:8])[CH:5]=[CH:4][C:3]=1[CH:9]1[N:10]=[C:11]([C:21]2[S:22][CH:23]=[CH:24][N:25]=2)[NH:12][C:13]([CH2:19][N:29]2[CH2:30][CH2:31][O:32][C@H:27]([CH3:26])[C@H:28]2[C:33]([OH:35])=[O:34])=[C:14]1[C:15]([O:17][CH3:18])=[O:16].